Dataset: Reaction yield outcomes from USPTO patents with 853,638 reactions. Task: Predict the reaction yield, written as a fraction of the theoretical maximum amount of product (1.0 means a 100% yield; for example, 0.34 means a 34% yield). (1) The reactants are [C:1]([O:5][C:6](=[O:9])[CH2:7][NH2:8])([CH3:4])([CH3:3])[CH3:2].C([SiH2][O:15][C:16](C)(C)[C:17]([CH2:23]C)([CH2:21]C)[CH2:18][CH:19]=O)(C)(C)C.[CH2:27](Cl)Cl. No catalyst specified. The product is [C:1]([O:5][C:6](=[O:9])[CH2:7]/[N:8]=[CH:19]/[CH2:18][C:17]([CH3:23])([CH3:21])[CH2:16][O:15][CH3:27])([CH3:4])([CH3:3])[CH3:2]. The yield is 1.00. (2) The reactants are [OH-].[Li+].C[O:4][C:5](=[O:42])[C:6]1[CH:16]=[C:15]([C:17]2[CH:18]=[C:19]3[C:25]([C:26]4[CH:31]=[CH:30][CH:29]=[CH:28][C:27]=4[O:32][CH3:33])=[N:24][N:23]([CH2:34][O:35][CH2:36][CH2:37][Si:38]([CH3:41])([CH3:40])[CH3:39])[C:20]3=[N:21][CH:22]=2)[CH:14]=[C:8]([C:9]([N:11]([CH3:13])[CH3:12])=[O:10])[CH:7]=1.O. The catalyst is O.CO. The product is [CH3:33][O:32][C:27]1[CH:28]=[CH:29][CH:30]=[CH:31][C:26]=1[C:25]1[C:19]2[C:20](=[N:21][CH:22]=[C:17]([C:15]3[CH:14]=[C:8]([C:9]([N:11]([CH3:13])[CH3:12])=[O:10])[CH:7]=[C:6]([CH:16]=3)[C:5]([OH:42])=[O:4])[CH:18]=2)[N:23]([CH2:34][O:35][CH2:36][CH2:37][Si:38]([CH3:41])([CH3:39])[CH3:40])[N:24]=1. The yield is 0.920. (3) The reactants are [H-].[Na+].[CH3:3]N(C)C=O.[Br:8][C:9]1[CH:10]=[CH:11][C:12]2[C:17](=[O:18])[O:16][C:15](=[O:19])[NH:14][C:13]=2[CH:20]=1.IC. The catalyst is O. The product is [Br:8][C:9]1[CH:10]=[CH:11][C:12]2[C:17](=[O:18])[O:16][C:15](=[O:19])[N:14]([CH3:3])[C:13]=2[CH:20]=1. The yield is 0.740. (4) The reactants are B(Br)(Br)Br.[NH2:5][C:6]1[S:7][C:8]2[CH2:14][CH:13]([N:15]([CH2:30][CH2:31][CH3:32])[CH2:16][CH2:17][CH2:18][CH2:19][CH2:20][C:21]3[CH:26]=[CH:25][C:24]([OH:27])=[C:23]([O:28]C)[CH:22]=3)[CH2:12][CH2:11][C:9]=2[N:10]=1. The catalyst is C(Cl)Cl. The product is [NH2:5][C:6]1[S:7][C:8]2[CH2:14][CH:13]([N:15]([CH2:30][CH2:31][CH3:32])[CH2:16][CH2:17][CH2:18][CH2:19][CH2:20][C:21]3[CH:22]=[C:23]([OH:28])[C:24]([OH:27])=[CH:25][CH:26]=3)[CH2:12][CH2:11][C:9]=2[N:10]=1. The yield is 0.640. (5) The reactants are [Cl:1][C:2]1[CH:3]=[C:4]2[C:9](=[CH:10][CH:11]=1)[C:8]([CH2:14][OH:15])([CH2:12][OH:13])[CH2:7][CH2:6][CH2:5]2.[Br:16][C:17]1[CH:25]=[CH:24][C:20]([C:21](Cl)=[O:22])=[CH:19][CH:18]=1.C(N(C(C)C)C(C)C)C. The catalyst is C(Cl)Cl.[Cu](Cl)Cl.C(C1(CCCC)OC(C2C=CC=C(C3OC(CCCC)(CCCC)[C@@H](C4C=CC=CC=4)N=3)N=2)=N[C@@H]1C1C=CC=CC=1)CCC. The product is [Br:16][C:17]1[CH:25]=[CH:24][C:20]([C:21]([O:15][CH2:14][C@:8]2([CH2:12][OH:13])[C:9]3[C:4](=[CH:3][C:2]([Cl:1])=[CH:11][CH:10]=3)[CH2:5][CH2:6][CH2:7]2)=[O:22])=[CH:19][CH:18]=1. The yield is 0.840. (6) The catalyst is CCO. The reactants are Cl[C:2]1[C:11]2[CH2:10][CH2:9][CH2:8][CH2:7][C:6]=2[N:5]=[C:4]([NH2:12])[N:3]=1.[CH3:13][N:14]1[CH2:19][CH2:18][NH:17][CH2:16][CH2:15]1.CCN(CC)CC. The product is [CH3:13][N:14]1[CH2:19][CH2:18][N:17]([C:2]2[C:11]3[CH2:10][CH2:9][CH2:8][CH2:7][C:6]=3[N:5]=[C:4]([NH2:12])[N:3]=2)[CH2:16][CH2:15]1. The yield is 0.230. (7) The product is [Cl:18][CH2:19][C:20]([N:14]1[CH2:15][CH:8]2[N:7]([CH2:6][C:5]3[CH:16]=[CH:17][C:2]([F:1])=[CH:3][CH:4]=3)[CH:12]([CH2:11][O:10][CH2:9]2)[CH2:13]1)=[O:21]. The catalyst is C(Cl)Cl. The yield is 1.00. The reactants are [F:1][C:2]1[CH:17]=[CH:16][C:5]([CH2:6][N:7]2[CH:12]3[CH2:13][NH:14][CH2:15][CH:8]2[CH2:9][O:10][CH2:11]3)=[CH:4][CH:3]=1.[Cl:18][CH2:19][C:20](Cl)=[O:21].C([O-])([O-])=O.[Na+].[Na+].